This data is from Forward reaction prediction with 1.9M reactions from USPTO patents (1976-2016). The task is: Predict the product of the given reaction. (1) Given the reactants [C:1]1([C:7]2[N:8]=[C:9]([CH:12]3[CH2:17][CH2:16][N:15](C(OC(C)(C)C)=O)[CH2:14][CH2:13]3)[S:10][CH:11]=2)[CH:6]=[CH:5][CH:4]=[CH:3][CH:2]=1.CO.[ClH:27], predict the reaction product. The product is: [ClH:27].[ClH:27].[C:1]1([C:7]2[N:8]=[C:9]([CH:12]3[CH2:17][CH2:16][NH:15][CH2:14][CH2:13]3)[S:10][CH:11]=2)[CH:2]=[CH:3][CH:4]=[CH:5][CH:6]=1. (2) Given the reactants [C:1]1([C@@H:7]2[CH2:9][C@H:8]2[NH2:10])[CH:6]=[CH:5][CH:4]=[CH:3][CH:2]=1.O=[CH:12][CH2:13][CH:14]1[CH2:19][CH2:18][N:17]([C:20]([O:22][C:23]([CH3:26])([CH3:25])[CH3:24])=[O:21])[CH2:16][CH2:15]1.CC(O)=O.C(O[BH-](OC(=O)C)OC(=O)C)(=O)C.[Na+].C([O-])(O)=O.[Na+], predict the reaction product. The product is: [C:1]1([C@@H:7]2[CH2:9][C@H:8]2[NH:10][CH2:12][CH2:13][CH:14]2[CH2:15][CH2:16][N:17]([C:20]([O:22][C:23]([CH3:24])([CH3:26])[CH3:25])=[O:21])[CH2:18][CH2:19]2)[CH:6]=[CH:5][CH:4]=[CH:3][CH:2]=1. (3) Given the reactants C(OC(=O)[NH:7][CH:8]1[CH2:12][CH2:11][N:10]([C:13]2[C:22]3[C:17](=[CH:18][CH:19]=[C:20]([O:23][C:24]4[CH:29]=[CH:28][CH:27]=[CH:26][CH:25]=4)[CH:21]=3)[N:16]=[C:15]([CH3:30])[CH:14]=2)[CH2:9]1)(C)(C)C.FC(F)(F)C(O)=O, predict the reaction product. The product is: [CH3:30][C:15]1[CH:14]=[C:13]([N:10]2[CH2:11][CH2:12][CH:8]([NH2:7])[CH2:9]2)[C:22]2[C:17](=[CH:18][CH:19]=[C:20]([O:23][C:24]3[CH:29]=[CH:28][CH:27]=[CH:26][CH:25]=3)[CH:21]=2)[N:16]=1. (4) Given the reactants [OH:1][C:2]1[CH:10]=[C:9]([C:11]([F:14])([F:13])[F:12])[CH:8]=[CH:7][C:3]=1[C:4]([OH:6])=O.[CH3:15][Li].C.Cl, predict the reaction product. The product is: [OH:1][C:2]1[CH:10]=[C:9]([C:11]([F:14])([F:13])[F:12])[CH:8]=[CH:7][C:3]=1[C:4](=[O:6])[CH3:15]. (5) Given the reactants [CH:1]1([CH2:4][N:5]2[CH:9]=[CH:8][N:7]=[CH:6]2)[CH2:3][CH2:2]1.[Li]CCCC.[I:15]I, predict the reaction product. The product is: [CH:1]1([CH2:4][N:5]2[CH:9]=[CH:8][N:7]=[C:6]2[I:15])[CH2:3][CH2:2]1. (6) Given the reactants [C:1]([C:5]1[CH:9]=[C:8]([NH2:10])[N:7]([C:11]2[CH:16]=[CH:15][N:14]=[CH:13][CH:12]=2)[N:6]=1)([CH3:4])([CH3:3])[CH3:2].Cl[C:18]([O:20][C:21]1[CH:26]=[CH:25][CH:24]=[CH:23][CH:22]=1)=[O:19], predict the reaction product. The product is: [C:1]([C:5]1[CH:9]=[C:8]([NH:10][C:18](=[O:19])[O:20][C:21]2[CH:26]=[CH:25][CH:24]=[CH:23][CH:22]=2)[N:7]([C:11]2[CH:12]=[CH:13][N:14]=[CH:15][CH:16]=2)[N:6]=1)([CH3:4])([CH3:2])[CH3:3].